Dataset: Reaction yield outcomes from USPTO patents with 853,638 reactions. Task: Predict the reaction yield, written as a fraction of the theoretical maximum amount of product (1.0 means a 100% yield; for example, 0.34 means a 34% yield). (1) The reactants are [H-].[Na+].[Br:3][C:4]1[CH:9]=[CH:8][N:7]=[C:6]([OH:10])[CH:5]=1.[CH3:11]I. The catalyst is C1COCC1. The product is [Br:3][C:4]1[CH:9]=[CH:8][N:7]([CH3:11])[C:6](=[O:10])[CH:5]=1. The yield is 0.500. (2) The reactants are Cl.[Cl:2][C:3]1[C:4]([F:28])=[C:5]([CH:25]=[CH:26][CH:27]=1)[NH:6][C:7]1[C:16]2[C:11](=[CH:12][C:13]([O:23][CH3:24])=[C:14]([O:17][C@H:18]3[CH2:22][CH2:21][NH:20][CH2:19]3)[CH:15]=2)[N:10]=[CH:9][N:8]=1.[CH3:29][S:30](Cl)(=[O:32])=[O:31]. No catalyst specified. The product is [Cl:2][C:3]1[C:4]([F:28])=[C:5]([CH:25]=[CH:26][CH:27]=1)[NH:6][C:7]1[C:16]2[C:11](=[CH:12][C:13]([O:23][CH3:24])=[C:14]([O:17][C@H:18]3[CH2:22][CH2:21][N:20]([S:30]([CH3:29])(=[O:32])=[O:31])[CH2:19]3)[CH:15]=2)[N:10]=[CH:9][N:8]=1. The yield is 0.430. (3) The yield is 0.260. The reactants are CON(C)[C:4]([C:6]1[C:11](=[O:12])[C:10]([O:13][CH3:14])=[CH:9][N:8]([C:15]2[CH:20]=[CH:19][N:18]=[CH:17][CH:16]=2)[N:7]=1)=[O:5].[CH3:22][Mg+].[Br-]. The catalyst is C1COCC1. The product is [C:4]([C:6]1[C:11](=[O:12])[C:10]([O:13][CH3:14])=[CH:9][N:8]([C:15]2[CH:16]=[CH:17][N:18]=[CH:19][CH:20]=2)[N:7]=1)(=[O:5])[CH3:22].